From a dataset of Catalyst prediction with 721,799 reactions and 888 catalyst types from USPTO. Predict which catalyst facilitates the given reaction. (1) Product: [CH3:9][C@@H:6]1[CH2:5][N:4]([C:10]([O:12][C:13]([CH3:15])([CH3:14])[CH3:16])=[O:11])[C@H:3]([CH2:2][NH:1][C:24]2[CH:29]=[C:28]([C:30]([F:33])([F:32])[F:31])[CH:27]=[CH:26][N:25]=2)[CH2:8][CH2:7]1. Reactant: [NH2:1][CH2:2][C@@H:3]1[CH2:8][CH2:7][C@H:6]([CH3:9])[CH2:5][N:4]1[C:10]([O:12][C:13]([CH3:16])([CH3:15])[CH3:14])=[O:11].C(=O)([O-])[O-].[K+].[K+].F[C:24]1[CH:29]=[C:28]([C:30]([F:33])([F:32])[F:31])[CH:27]=[CH:26][N:25]=1. The catalyst class is: 215. (2) Reactant: [C:1]([C:5]1[CH:6]=[C:7]2[C:11](=[C:12]([C:16]3[CH:21]=[CH:20][CH:19]=[CH:18][CH:17]=3)[C:13]=1[O:14][CH3:15])[CH2:10][C:9]([CH3:22])=[CH:8]2)([CH3:4])([CH3:3])[CH3:2].[Li]CCCC.C1COCC1.[Cl:33][Si:34](Cl)([CH3:36])[CH3:35]. Product: [C:1]([C:5]1[CH:6]=[C:7]2[C:11]([CH:10]=[C:9]([CH3:22])[CH:8]2[Si:34]([Cl:33])([CH3:36])[CH3:35])=[C:12]([C:16]2[CH:21]=[CH:20][CH:19]=[CH:18][CH:17]=2)[C:13]=1[O:14][CH3:15])([CH3:4])([CH3:2])[CH3:3]. The catalyst class is: 11. (3) Reactant: Br[C:2]1[N:28]([S:29]([C:32]2[CH:37]=[CH:36][CH:35]=[CH:34][CH:33]=2)(=[O:31])=[O:30])[C:5]2[N:6]=[CH:7][C:8]3[CH2:13][N:12]([C:14]4[C:19]([F:20])=[C:18]([O:21][CH3:22])[CH:17]=[C:16]([O:23][CH3:24])[C:15]=4[F:25])[C:11](=[O:26])[N:10]([CH3:27])[C:9]=3[C:4]=2[CH:3]=1.[CH:38]([C:40]1[CH:45]=[CH:44][CH:43]=[CH:42][N:41]=1)=[CH2:39].ClCCl.O.O.O.O.O.O.O.O.[OH-].[Ba+2].[OH-].CN(C)C=O. Product: [F:25][C:15]1[C:16]([O:23][CH3:24])=[CH:17][C:18]([O:21][CH3:22])=[C:19]([F:20])[C:14]=1[N:12]1[CH2:13][C:8]2[CH:7]=[N:6][C:5]3[N:28]([S:29]([C:32]4[CH:37]=[CH:36][CH:35]=[CH:34][CH:33]=4)(=[O:31])=[O:30])[C:2](/[CH:39]=[CH:38]/[C:40]4[CH:45]=[CH:44][CH:43]=[CH:42][N:41]=4)=[CH:3][C:4]=3[C:9]=2[N:10]([CH3:27])[C:11]1=[O:26]. The catalyst class is: 587. (4) Reactant: [C:1]([C:3]([O:5][CH2:6][CH2:7][CH2:8][CH3:9])=[O:4])#[N:2].C1(N=[CH:17][C:18]2[O:19][CH:20]=[CH:21][C:22]=2[CH3:23])C=CC=CC=1.ClC(OCCCC)=O. Product: [CH2:6]([O:5][C:3]([C:1]1[CH:23]=[C:22]2[CH:21]=[CH:20][O:19][C:18]2=[CH:17][N:2]=1)=[O:4])[CH2:7][CH2:8][CH3:9]. The catalyst class is: 113. (5) Reactant: [F:1][C:2]1[CH:7]=[CH:6][C:5]([N:8]2[C:12]3([CH2:17][CH2:16][NH:15][CH2:14][CH2:13]3)[C:11](=[O:18])[N:10]([CH2:19][C:20]3[CH:21]=[C:22]([CH:30]=[CH:31][CH:32]=3)C(OC(C)(C)C)=O)[CH2:9]2)=[CH:4][CH:3]=1.Cl[CH2:34][CH2:35][CH2:36][N:37]1[C:41]2[CH:42]=[CH:43][CH:44]=[CH:45][C:40]=2[N:39]([CH:46]2[CH2:48][CH2:47]2)[C:38]1=[O:49].[I-].[Na+].[C:52](=[O:55])([O-])[O-:53].[K+].[K+]. Product: [CH:46]1([N:39]2[C:40]3[CH:45]=[CH:44][CH:43]=[CH:42][C:41]=3[N:37]([CH2:36][CH2:35][CH2:34][N:15]3[CH2:16][CH2:17][C:12]4([N:8]([C:5]5[CH:4]=[CH:3][C:2]([F:1])=[CH:7][CH:6]=5)[CH2:9][N:10]([CH2:19][C:20]5[CH:21]=[CH:22][CH:30]=[CH:31][C:32]=5[C:52]([O:53][C:12]([CH3:17])([CH3:13])[CH3:11])=[O:55])[C:11]4=[O:18])[CH2:13][CH2:14]3)[C:38]2=[O:49])[CH2:48][CH2:47]1. The catalyst class is: 131. (6) Reactant: [NH2:1][C:2]1[CH:7]=[CH:6][C:5]([Cl:8])=[CH:4][C:3]=1[C:9]([C:11]1[CH:16]=[CH:15][CH:14]=[C:13]([O:17][CH3:18])[CH:12]=1)=[O:10].[BH4-].[Na+]. Product: [NH2:1][C:2]1[CH:7]=[CH:6][C:5]([Cl:8])=[CH:4][C:3]=1[CH:9]([C:11]1[CH:16]=[CH:15][CH:14]=[C:13]([O:17][CH3:18])[CH:12]=1)[OH:10]. The catalyst class is: 8. (7) Reactant: [CH2:1]([O:8][C@H:9]1[C@H:14]([O:15][CH2:16][C:17]2[CH:22]=[CH:21][CH:20]=[CH:19][CH:18]=2)[C@@H:13]([O:23][CH2:24][C:25]2[CH:30]=[CH:29][CH:28]=[CH:27][CH:26]=2)[C@H:12]([C:31]2[CH:36]=[C:35]([O:37]C)[C:34]([Cl:39])=[C:33]([CH2:40][C:41]3[CH:46]=[CH:45][C:44]([O:47][CH2:48][CH3:49])=[CH:43][CH:42]=3)[CH:32]=2)[O:11][C@@H:10]1[CH2:50][O:51][CH2:52][C:53]1[CH:58]=[CH:57][CH:56]=[CH:55][CH:54]=1)[C:2]1[CH:7]=[CH:6][CH:5]=[CH:4][CH:3]=1.Cl. Product: [Cl:39][C:34]1[C:33]([CH2:40][C:41]2[CH:46]=[CH:45][C:44]([O:47][CH2:48][CH3:49])=[CH:43][CH:42]=2)=[CH:32][C:31]([C@H:12]2[C@H:13]([O:23][CH2:24][C:25]3[CH:30]=[CH:29][CH:28]=[CH:27][CH:26]=3)[C@@H:14]([O:15][CH2:16][C:17]3[CH:22]=[CH:21][CH:20]=[CH:19][CH:18]=3)[C@H:9]([O:8][CH2:1][C:2]3[CH:3]=[CH:4][CH:5]=[CH:6][CH:7]=3)[C@@H:10]([CH2:50][O:51][CH2:52][C:53]3[CH:54]=[CH:55][CH:56]=[CH:57][CH:58]=3)[O:11]2)=[CH:36][C:35]=1[OH:37]. The catalyst class is: 3.